Task: Predict the product of the given reaction.. Dataset: Forward reaction prediction with 1.9M reactions from USPTO patents (1976-2016) The product is: [O:3]=[C:4]1[CH:5]=[C:6]([C@H:8]2[CH2:13][CH2:12][N:11]([C:14]([O:16][CH3:17])=[O:15])[C@@H:10]([C:18]3[CH:23]=[CH:22][CH:21]=[C:20]([C:24]([F:27])([F:26])[F:25])[CH:19]=3)[CH2:9]2)[O:7][NH:31]1. Given the reactants C([O:3][C:4](=O)[CH2:5][C:6]([C@H:8]1[CH2:13][CH2:12][N:11]([C:14]([O:16][CH3:17])=[O:15])[C@@H:10]([C:18]2[CH:23]=[CH:22][CH:21]=[C:20]([C:24]([F:27])([F:26])[F:25])[CH:19]=2)[CH2:9]1)=[O:7])C.[OH-].[Na+].[NH2:31]O.Cl, predict the reaction product.